Dataset: Reaction yield outcomes from USPTO patents with 853,638 reactions. Task: Predict the reaction yield, written as a fraction of the theoretical maximum amount of product (1.0 means a 100% yield; for example, 0.34 means a 34% yield). (1) The product is [CH3:1][O:2][C:3](=[O:4])[C:5]1[CH:6]=[CH:7][C:8]([CH:11]([C:12]([O:14][C@@H:58]2[CH:59]3[CH2:62][CH2:63][N:56]([CH2:61][CH2:60]3)[CH2:57]2)=[O:13])[NH:15][C:16]2[CH:21]=[CH:20][CH:19]=[CH:18][CH:17]=2)=[CH:9][CH:10]=1. The reactants are [CH3:1][O:2][C:3]([C:5]1[CH:10]=[CH:9][C:8]([CH:11]([NH:15][C:16]2[CH:21]=[CH:20][CH:19]=[CH:18][CH:17]=2)[C:12]([OH:14])=[O:13])=[CH:7][CH:6]=1)=[O:4].C(N(C(C)C)C(C)C)C.C1CCC(N=C=NC2CCCCC2)CC1.C1C=CC2N(O)N=NC=2C=1.[N:56]12[CH2:63][CH2:62][CH:59]([CH2:60][CH2:61]1)[C@@H:58](O)[CH2:57]2. The catalyst is C1COCC1. The yield is 0.210. (2) The reactants are [CH2:1]([C:8]1[S:12][C:11]([CH2:13][NH:14][C:15](=[O:26])[C:16]2[CH:21]=[CH:20][C:19]([NH:22][CH2:23]OC)=[N:18][CH:17]=2)=[CH:10][CH:9]=1)[C:2]1[CH:7]=[CH:6][CH:5]=[CH:4][CH:3]=1.[BH4-].[Na+].O.C(OCC)(=O)C. The catalyst is CS(C)=O.CO. The product is [CH2:1]([C:8]1[S:12][C:11]([CH2:13][NH:14][C:15](=[O:26])[C:16]2[CH:21]=[CH:20][C:19]([NH:22][CH3:23])=[N:18][CH:17]=2)=[CH:10][CH:9]=1)[C:2]1[CH:7]=[CH:6][CH:5]=[CH:4][CH:3]=1. The yield is 0.388.